Dataset: Full USPTO retrosynthesis dataset with 1.9M reactions from patents (1976-2016). Task: Predict the reactants needed to synthesize the given product. (1) Given the product [N:1]1([C:9]2[CH:16]=[CH:15][C:12]([CH2:13][NH:14][C:19]([NH:18][C:21]3[CH:30]=[CH:29][CH:28]=[C:27]4[C:22]=3[CH:23]=[C:24]([CH3:31])[N:25]=[CH:26]4)=[O:20])=[CH:11][C:10]=2[F:17])[CH2:8][CH2:7][CH2:6][CH2:5][CH2:4][CH2:3][CH2:2]1, predict the reactants needed to synthesize it. The reactants are: [N:1]1([C:9]2[CH:16]=[CH:15][C:12]([CH2:13][NH2:14])=[CH:11][C:10]=2[F:17])[CH2:8][CH2:7][CH2:6][CH2:5][CH2:4][CH2:3][CH2:2]1.[N:18]([C:21]1[CH:30]=[CH:29][CH:28]=[C:27]2[C:22]=1[CH:23]=[C:24]([CH3:31])[N:25]=[CH:26]2)=[C:19]=[O:20].N(C1C=CC=C2C=1C=CN=C2)=C=O. (2) Given the product [CH3:22][C:4]1[CH:5]=[C:6]([C:8]2[S:12][C:11]([NH:13][C:14](=[O:15])[NH:16][CH2:20][CH2:19][C:26]([N:28]([CH3:30])[CH3:29])=[O:27])=[N:10][C:9]=2[CH3:21])[CH:7]=[C:2]([CH3:1])[N:3]=1, predict the reactants needed to synthesize it. The reactants are: [CH3:1][C:2]1[CH:7]=[C:6]([C:8]2[S:12][C:11]([NH:13][C:14]([N:16]3[CH:20]=[CH:19]N=C3)=[O:15])=[N:10][C:9]=2[CH3:21])[CH:5]=[C:4]([CH3:22])[N:3]=1.NCC[C:26]([N:28]([CH3:30])[CH3:29])=[O:27].